This data is from Peptide-MHC class I binding affinity with 185,985 pairs from IEDB/IMGT. The task is: Regression. Given a peptide amino acid sequence and an MHC pseudo amino acid sequence, predict their binding affinity value. This is MHC class I binding data. (1) The peptide sequence is EALRGFLLY. The MHC is HLA-A01:01 with pseudo-sequence HLA-A01:01. The binding affinity (normalized) is 0.240. (2) The peptide sequence is RLNDWDFVV. The MHC is HLA-A24:02 with pseudo-sequence HLA-A24:02. The binding affinity (normalized) is 0.166. (3) The peptide sequence is TKAGMAQYL. The MHC is HLA-B51:01 with pseudo-sequence HLA-B51:01. The binding affinity (normalized) is 0.0847. (4) The peptide sequence is SVYVDAKLV. The MHC is HLA-A02:01 with pseudo-sequence HLA-A02:01. The binding affinity (normalized) is 0.573. (5) The binding affinity (normalized) is 0.877. The MHC is HLA-A02:03 with pseudo-sequence HLA-A02:03. The peptide sequence is LLFQLCTFT. (6) The peptide sequence is HSVFKGFSDK. The MHC is HLA-A68:01 with pseudo-sequence HLA-A68:01. The binding affinity (normalized) is 0.635. (7) The peptide sequence is NSIQRRTL. The MHC is H-2-Db with pseudo-sequence H-2-Db. The binding affinity (normalized) is 0. (8) The peptide sequence is IRFPKTFGY. The MHC is HLA-B54:01 with pseudo-sequence HLA-B54:01. The binding affinity (normalized) is 0.